From a dataset of Forward reaction prediction with 1.9M reactions from USPTO patents (1976-2016). Predict the product of the given reaction. (1) The product is: [C:22]([O:21][C:19]([N:16]1[CH2:17][CH2:18][C@@H:14]([N:8]2[C:4]3=[N:5][CH:6]=[N:7][C:2]([NH2:1])=[C:3]3[C:10]([C:11](=[O:13])[NH:40][C:38]3[O:39][C:35]4[CH:34]=[CH:33][C:32]([C:26]5[CH:31]=[CH:30][CH:29]=[CH:28][CH:27]=5)=[CH:41][C:36]=4[N:37]=3)=[N:9]2)[CH2:15]1)=[O:20])([CH3:25])([CH3:23])[CH3:24]. Given the reactants [NH2:1][C:2]1[N:7]=[CH:6][N:5]=[C:4]2[N:8]([C@@H:14]3[CH2:18][CH2:17][N:16]([C:19]([O:21][C:22]([CH3:25])([CH3:24])[CH3:23])=[O:20])[CH2:15]3)[N:9]=[C:10]([C:11]([OH:13])=O)[C:3]=12.[C:26]1([C:32]2[CH:33]=[CH:34][C:35]3[O:39][C:38]([NH2:40])=[N:37][C:36]=3[CH:41]=2)[CH:31]=[CH:30][CH:29]=[CH:28][CH:27]=1.C[Si](C)(C)N[Si](C)(C)C.[Li], predict the reaction product. (2) Given the reactants O.C(=O)([O-])[O-].[K+].[K+].[NH2:8][C:9]1[C:14]([C:15]2[CH:20]=[CH:19][C:18]([NH:21][C:22]([C:24]3[C:29](=[O:30])[C:28]([C:31]4[CH:36]=[CH:35][C:34]([F:37])=[CH:33][CH:32]=4)=[CH:27][N:26]([CH2:38][CH2:39][F:40])[CH:25]=3)=[O:23])=[CH:17][CH:16]=2)=[CH:13][C:12](Br)=[CH:11][N:10]=1.[CH3:42][C:43]1[CH:48]=[C:47](B2OC(C)(C)C(C)(C)O2)[CH:46]=[CH:45][N:44]=1, predict the reaction product. The product is: [NH2:8][C:9]1[N:10]=[CH:11][C:12]([C:47]2[CH:46]=[CH:45][N:44]=[C:43]([CH3:42])[CH:48]=2)=[CH:13][C:14]=1[C:15]1[CH:20]=[CH:19][C:18]([NH:21][C:22]([C:24]2[C:29](=[O:30])[C:28]([C:31]3[CH:36]=[CH:35][C:34]([F:37])=[CH:33][CH:32]=3)=[CH:27][N:26]([CH2:38][CH2:39][F:40])[CH:25]=2)=[O:23])=[CH:17][CH:16]=1. (3) Given the reactants [CH3:1][O:2][C:3]([C:5]1([C:11]2[CH:16]=[C:15]([F:17])[CH:14]=[C:13]([O:18][CH2:19][C:20]3[CH:29]=[C:28]4[C:23]([C:24]([Cl:31])=[CH:25][C:26](Cl)=[N:27]4)=[CH:22][CH:21]=3)[CH:12]=2)[CH2:10][CH2:9][O:8][CH2:7][CH2:6]1)=[O:4].[NH2:32][NH2:33], predict the reaction product. The product is: [CH3:1][O:2][C:3]([C:5]1([C:11]2[CH:16]=[C:15]([F:17])[CH:14]=[C:13]([O:18][CH2:19][C:20]3[CH:29]=[C:28]4[C:23]([C:24]([Cl:31])=[CH:25][C:26]([NH:32][NH2:33])=[N:27]4)=[CH:22][CH:21]=3)[CH:12]=2)[CH2:10][CH2:9][O:8][CH2:7][CH2:6]1)=[O:4]. (4) Given the reactants [NH2:1][C@@H:2]1[CH2:7][CH2:6][CH2:5][N:4](C(OC(C)(C)C)=O)[CH2:3]1.[CH3:15][O:16][C:17]1[CH:18]=[C:19]2[C:23](=[C:24]([O:26][CH3:27])[CH:25]=1)[NH:22][C:21]([C:28](O)=[O:29])=[CH:20]2.N, predict the reaction product. The product is: [CH3:15][O:16][C:17]1[CH:18]=[C:19]2[C:23](=[C:24]([O:26][CH3:27])[CH:25]=1)[NH:22][C:21]([C:28]([NH:1][C@@H:2]1[CH2:7][CH2:6][CH2:5][NH:4][CH2:3]1)=[O:29])=[CH:20]2. (5) Given the reactants [CH:1]1([C:4]2[O:5][C:6]3[C:7](=[C:9]([C:23]#[N:24])[C:10]([CH3:22])=[C:11]([C:14]4[CH:19]=[CH:18][CH:17]=[C:16]([F:20])[C:15]=4[F:21])[C:12]=3F)[N:8]=2)[CH2:3][CH2:2]1.C(N(CC)CC)C.[CH3:32][N:33]([CH3:39])[C@H:34]1[CH2:38][CH2:37][NH:36][CH2:35]1.C(=O)([O-])O.[Na+], predict the reaction product. The product is: [CH:1]1([C:4]2[O:5][C:6]3[C:7](=[C:9]([C:23]#[N:24])[C:10]([CH3:22])=[C:11]([C:14]4[CH:19]=[CH:18][CH:17]=[C:16]([F:20])[C:15]=4[F:21])[C:12]=3[N:36]3[CH2:37][CH2:38][C@H:34]([N:33]([CH3:39])[CH3:32])[CH2:35]3)[N:8]=2)[CH2:3][CH2:2]1. (6) The product is: [NH2:1][C:4]1[CH:5]=[C:6]([CH:35]=[CH:36][CH:37]=1)[CH2:7][N:8]1[C:12](=[O:13])[C:11]2([CH2:18][CH2:17][N:16]([C:19]([O:21][CH2:22][C:23]3[CH:28]=[CH:27][CH:26]=[CH:25][CH:24]=3)=[O:20])[CH2:15][CH2:14]2)[N:10]([C:29]2[CH:30]=[CH:31][CH:32]=[CH:33][CH:34]=2)[CH2:9]1. Given the reactants [N+:1]([C:4]1[CH:5]=[C:6]([CH:35]=[CH:36][CH:37]=1)[CH2:7][N:8]1[C:12](=[O:13])[C:11]2([CH2:18][CH2:17][N:16]([C:19]([O:21][CH2:22][C:23]3[CH:28]=[CH:27][CH:26]=[CH:25][CH:24]=3)=[O:20])[CH2:15][CH2:14]2)[N:10]([C:29]2[CH:34]=[CH:33][CH:32]=[CH:31][CH:30]=2)[CH2:9]1)([O-])=O.[Cl-].[NH4+], predict the reaction product. (7) Given the reactants [CH2:1]([O:4][C:5](=[O:24])[NH:6][C:7]1[CH:12]=[CH:11][CH:10]=[C:9]([C:13](=O)[CH2:14][C:15]2[CH:20]=[CH:19][N:18]=[C:17]([Cl:21])[N:16]=2)[C:8]=1[F:23])[CH:2]=[CH2:3].C1C(=O)N(Br)C(=O)C1.[N:33]1([C:39](=[S:41])[NH2:40])[CH2:38][CH2:37][O:36][CH2:35][CH2:34]1.O, predict the reaction product. The product is: [CH2:1]([O:4][C:5](=[O:24])[NH:6][C:7]1[CH:12]=[CH:11][CH:10]=[C:9]([C:13]2[N:40]=[C:39]([N:33]3[CH2:38][CH2:37][O:36][CH2:35][CH2:34]3)[S:41][C:14]=2[C:15]2[CH:20]=[CH:19][N:18]=[C:17]([Cl:21])[N:16]=2)[C:8]=1[F:23])[CH:2]=[CH2:3].